This data is from Full USPTO retrosynthesis dataset with 1.9M reactions from patents (1976-2016). The task is: Predict the reactants needed to synthesize the given product. (1) Given the product [CH:11]([N:8]1[CH:7]=[N:6][C:5]2[C:9]1=[N:10][C:2]([NH:31][C@@H:32]([CH2:37][CH3:38])[C:33]([CH3:36])([OH:35])[CH3:34])=[N:3][C:4]=2[NH:14][CH2:15][C:16]1[CH:21]=[CH:20][CH:19]=[CH:18][N:17]=1)([CH3:13])[CH3:12], predict the reactants needed to synthesize it. The reactants are: F[C:2]1[N:10]=[C:9]2[C:5]([N:6]=[CH:7][N:8]2[CH:11]([CH3:13])[CH3:12])=[C:4]([NH:14][CH2:15][C:16]2[CH:21]=[CH:20][CH:19]=[CH:18][N:17]=2)[N:3]=1.CCN(C(C)C)C(C)C.[NH2:31][C@@H:32]([CH2:37][CH3:38])[C:33]([CH3:36])([OH:35])[CH3:34]. (2) Given the product [CH2:20]([C@H:9]1[C:10]2[C:15](=[CH:14][C:13]([C:17](=[O:18])[NH:22][C@H:23]([C:29]3[CH:34]=[CH:33][C:32]([S:35]([CH2:38][CH3:39])(=[O:37])=[O:36])=[CH:31][CH:30]=3)[CH2:24][C:25]([O:27][CH3:28])=[O:26])=[CH:12][CH:11]=2)[CH2:16][N:8]1[C:6]([O:5][C:1]([CH3:2])([CH3:4])[CH3:3])=[O:7])[CH3:21], predict the reactants needed to synthesize it. The reactants are: [C:1]([O:5][C:6]([N:8]1[CH2:16][C:15]2[C:10](=[CH:11][CH:12]=[C:13]([C:17](O)=[O:18])[CH:14]=2)[C@@H:9]1[CH2:20][CH3:21])=[O:7])([CH3:4])([CH3:3])[CH3:2].[NH2:22][C@H:23]([C:29]1[CH:34]=[CH:33][C:32]([S:35]([CH2:38][CH3:39])(=[O:37])=[O:36])=[CH:31][CH:30]=1)[CH2:24][C:25]([O:27][CH3:28])=[O:26].CN(C(ON1N=NC2C=CC=NC1=2)=[N+](C)C)C.F[P-](F)(F)(F)(F)F.CCN(C(C)C)C(C)C. (3) Given the product [Br:1][C:2]1[C:14]2[C:13]3[C:8](=[CH:9][C:10]([CH2:15][S:48][CH3:47])=[CH:11][CH:12]=3)[NH:7][C:6]=2[C:5]([C:17]([NH2:19])=[O:18])=[CH:4][CH:3]=1, predict the reactants needed to synthesize it. The reactants are: [Br:1][C:2]1[C:14]2[C:13]3[C:8](=[CH:9][C:10]([CH2:15]O)=[CH:11][CH:12]=3)[NH:7][C:6]=2[C:5]([C:17]([NH2:19])=[O:18])=[CH:4][CH:3]=1.ClN1C(=O)CCC1=O.C1(P(C2C=CC=CC=2)C2C=CC=CC=2)C=CC=CC=1.[CH3:47][S-:48].[Na+]. (4) The reactants are: C(N(CC)CC)C.ClC(OCC(C)C)=O.[C:16]([O:20][C:21]([NH:23][C:24]1([C:29](O)=[O:30])[CH2:28][CH2:27][CH2:26][CH2:25]1)=[O:22])([CH3:19])([CH3:18])[CH3:17].[BH4-].[Na+]. Given the product [C:16]([O:20][C:21](=[O:22])[NH:23][C:24]1([CH2:29][OH:30])[CH2:28][CH2:27][CH2:26][CH2:25]1)([CH3:19])([CH3:17])[CH3:18], predict the reactants needed to synthesize it. (5) Given the product [CH3:10][C:9]1([CH3:11])[S:5][CH:1]([CH3:2])[C:7](=[O:14])[O:8]1, predict the reactants needed to synthesize it. The reactants are: [C:1](O)(=[S:5])[CH:2](C)O.[CH3:7][O:8][C:9]([CH3:11])=[CH2:10].CC[O:14]CC. (6) Given the product [CH3:14][C:10]1([CH3:15])[CH2:11][CH2:12][N:8]([C@@H:6]([CH3:7])[CH2:5][OH:4])[CH2:9]1, predict the reactants needed to synthesize it. The reactants are: C([O:4][CH2:5][C@@H:6]([N:8]1[C:12](=O)[CH2:11][C:10]([CH3:15])([CH3:14])[C:9]1=O)[CH3:7])(=O)C.[H-].[H-].[H-].[H-].[Li+].[Al+3]. (7) Given the product [CH2:27]([C:25]1[S:26][C:20]2[N:19]([CH2:29][C:30]3[CH:31]=[CH:32][C:33]([C:36]4[CH:41]=[CH:40][CH:39]=[CH:38][C:37]=4[C:42]4[NH:43][C:4](=[O:7])[O:5][N:3]=4)=[CH:34][CH:35]=3)[C:18](=[O:44])[N:17]([CH2:16][C:15](=[O:45])[C:14]([CH3:13])([CH3:56])[CH2:46][OH:47])[C:22](=[O:23])[C:21]=2[CH:24]=1)[CH3:28], predict the reactants needed to synthesize it. The reactants are: [Cl-].O[NH3+:3].[C:4](=[O:7])([O-])[OH:5].[Na+].CS(C)=O.[CH3:13][C:14]([CH3:56])([CH2:46][O:47][SiH2]C(C)(C)C(C)(C)C)[C:15](=[O:45])[CH2:16][N:17]1[C:22](=[O:23])[C:21]2[CH:24]=[C:25]([CH2:27][CH3:28])[S:26][C:20]=2[N:19]([CH2:29][C:30]2[CH:35]=[CH:34][C:33]([C:36]3[C:37]([C:42]#[N:43])=[CH:38][CH:39]=[CH:40][CH:41]=3)=[CH:32][CH:31]=2)[C:18]1=[O:44]. (8) Given the product [CH3:1][C:5]1[C:4](=[O:8])[NH:16][C:17]([NH2:19])=[N:18][CH:6]=1, predict the reactants needed to synthesize it. The reactants are: [CH3:1][O-].[Na+].[C:4]([O:8]CC)(=O)[CH2:5][CH3:6].C(OC)=O.Cl.[NH2:16][C:17]([NH2:19])=[NH:18].Cl. (9) Given the product [CH3:43][O:42][C:40](=[O:41])[CH2:39][O:35][C:3]1[CH:4]=[CH:5][C:6]([F:34])=[C:7]([CH2:8][C:9]2[C:17]3[C:12](=[N:13][CH:14]=[C:15]([C:18]4[CH:19]=[N:20][CH:21]=[CH:22][CH:23]=4)[CH:16]=3)[N:11]([Si:24]([CH:28]([CH3:29])[CH3:30])([CH:31]([CH3:33])[CH3:32])[CH:25]([CH3:26])[CH3:27])[CH:10]=2)[C:2]=1[F:1], predict the reactants needed to synthesize it. The reactants are: [F:1][C:2]1[C:7]([CH2:8][C:9]2[C:17]3[C:12](=[N:13][CH:14]=[C:15]([C:18]4[CH:19]=[N:20][CH:21]=[CH:22][CH:23]=4)[CH:16]=3)[N:11]([Si:24]([CH:31]([CH3:33])[CH3:32])([CH:28]([CH3:30])[CH3:29])[CH:25]([CH3:27])[CH3:26])[CH:10]=2)=[C:6]([F:34])[CH:5]=[CH:4][C:3]=1[OH:35].[H-].[Na+].Br[CH2:39][C:40]([O:42][CH3:43])=[O:41].O. (10) Given the product [N+:1]([C:4]1[CH:12]=[CH:11][CH:10]=[C:9]2[C:5]=1[CH2:6][NH:7][CH2:8]2)([O-:3])=[O:2], predict the reactants needed to synthesize it. The reactants are: [N+:1]([C:4]1[CH:12]=[CH:11][CH:10]=[C:9]2[C:5]=1[C:6](=O)[NH:7][C:8]2=O)([O-:3])=[O:2].B.CO.Cl.